Task: Predict the product of the given reaction.. Dataset: Forward reaction prediction with 1.9M reactions from USPTO patents (1976-2016) (1) Given the reactants Cl[C:2]1C=C(SC2C3C(=CC(C)=CC=3)NC=2CCC(N)=O)C=C(Cl)[CH:7]=1.[Cl:25][C:26]1[CH:31]=[CH:30][C:29]([S:32][C:33]2[C:41]3[C:36](=[CH:37][CH:38]=[C:39]([CH3:42])[CH:40]=3)[NH:35][C:34]=2[C:43]([OH:45])=[O:44])=[CH:28][CH:27]=1.C(Cl)(=O)C(Cl)=O.CCO, predict the reaction product. The product is: [Cl:25][C:26]1[CH:27]=[CH:28][C:29]([S:32][C:33]2[C:41]3[C:36](=[CH:37][CH:38]=[C:39]([CH3:42])[CH:40]=3)[NH:35][C:34]=2[C:43]([O:45][CH2:2][CH3:7])=[O:44])=[CH:30][CH:31]=1. (2) The product is: [Cl:1][C:2]1[C:22]([N:36]2[CH2:35][CH2:34][N:33]([C:28]3[CH:29]=[CH:30][C:31]([CH3:32])=[C:26]([F:25])[CH:27]=3)[CH2:38][CH2:37]2)=[CH:21][C:5]2[C:6]3[C:7](=[O:20])[C:8]([C:15]([O:17][CH2:18][CH3:19])=[O:16])=[CH:9][N:10]([CH3:14])[C:11]=3[CH:12]=[N:13][C:4]=2[C:3]=1[F:24]. Given the reactants [Cl:1][C:2]1[C:22](F)=[CH:21][C:5]2[C:6]3[C:7](=[O:20])[C:8]([C:15]([O:17][CH2:18][CH3:19])=[O:16])=[CH:9][N:10]([CH3:14])[C:11]=3[CH:12]=[N:13][C:4]=2[C:3]=1[F:24].[F:25][C:26]1[CH:27]=[C:28]([N:33]2[CH2:38][CH2:37][NH:36][CH2:35][CH2:34]2)[CH:29]=[CH:30][C:31]=1[CH3:32], predict the reaction product. (3) Given the reactants [CH2:1]([O:8][C:9]1[CH:10]=[C:11]2[C:15](=[CH:16][CH:17]=1)[NH:14][N:13]=[C:12]2[C:18](=[O:20])[CH3:19])[C:2]1[CH:7]=[CH:6][CH:5]=[CH:4][CH:3]=1.C([O-])([O-])=O.[K+].[K+].Br[CH2:28][C:29]([O:31][CH3:32])=[O:30], predict the reaction product. The product is: [C:18]([C:12]1[C:11]2[C:15](=[CH:16][CH:17]=[C:9]([O:8][CH2:1][C:2]3[CH:7]=[CH:6][CH:5]=[CH:4][CH:3]=3)[CH:10]=2)[N:14]([CH2:28][C:29]([O:31][CH3:32])=[O:30])[N:13]=1)(=[O:20])[CH3:19]. (4) Given the reactants [CH3:1][O:2][C:3]1[CH:8]=[CH:7][C:6]([CH:9]2[S:15][CH:14]3[C:16](=[O:19])[N:17]([CH3:18])[C:11]([CH2:22][C:23]4[CH:28]=[CH:27][CH:26]=[CH:25][CH:24]=4)([C:12](=[O:21])[N:13]3[CH3:20])[S:10]2)=[CH:5][CH:4]=1.Cl[CH2:30][O:31][C:32]1C=CC=CC=1.C([Li])CCC.[CH3:43][CH2:44][CH2:45][CH2:46][CH2:47][CH3:48].[Na+].[Cl-], predict the reaction product. The product is: [CH3:1][O:2][C:3]1[CH:4]=[CH:5][C:6]([CH:9]2[S:10][C:11]3([CH2:22][C:23]4[CH:28]=[CH:27][CH:26]=[CH:25][CH:24]=4)[C:12](=[O:21])[N:13]([CH3:20])[C:14]([CH2:30][O:31][CH2:32][C:45]4[CH:44]=[CH:43][CH:48]=[CH:47][CH:46]=4)([C:16](=[O:19])[N:17]3[CH3:18])[S:15]2)=[CH:7][CH:8]=1. (5) Given the reactants [F:1][C:2]([F:14])([CH3:13])[CH2:3][O:4][C:5]1[C:10]([C:11]#[N:12])=[CH:9][N:8]=[CH:7][N:6]=1.[OH-].[NH4+], predict the reaction product. The product is: [F:14][C:2]([F:1])([CH3:13])[CH2:3][O:4][C:5]1[C:10]([CH2:11][NH2:12])=[CH:9][N:8]=[CH:7][N:6]=1. (6) Given the reactants [O:1]1[CH2:6][CH2:5][N:4]([C:7]2[CH:8]=[C:9]([CH:14]=[CH:15][CH:16]=2)[C:10]([NH:12][NH2:13])=O)[CH2:3][CH2:2]1.Cl[C:18]1[N:23]=[N:22][C:21]([C:24]([NH:26][C:27]2[S:28][CH:29]=[CH:30][N:31]=2)=[O:25])=[CH:20][CH:19]=1.C(N(CC)CC)C, predict the reaction product. The product is: [O:1]1[CH2:6][CH2:5][N:4]([C:7]2[CH:8]=[C:9]([C:10]3[N:23]4[N:22]=[C:21]([C:24]([NH:26][C:27]5[S:28][CH:29]=[CH:30][N:31]=5)=[O:25])[CH:20]=[CH:19][C:18]4=[N:13][N:12]=3)[CH:14]=[CH:15][CH:16]=2)[CH2:3][CH2:2]1. (7) Given the reactants [O:1]1[CH:5]=[CH:4][CH:3]=[C:2]1[C:6]1[CH:11]=[C:10]([S:12][CH3:13])[N:9]=[C:8]([NH2:14])[N:7]=1.C1(C2[O:23]N2S(C2C=CC=CC=2)(=O)=O)C=CC=CC=1, predict the reaction product. The product is: [O:1]1[CH:5]=[CH:4][CH:3]=[C:2]1[C:6]1[CH:11]=[C:10]([S:12]([CH3:13])=[O:23])[N:9]=[C:8]([NH2:14])[N:7]=1.